This data is from Forward reaction prediction with 1.9M reactions from USPTO patents (1976-2016). The task is: Predict the product of the given reaction. (1) Given the reactants [CH3:1][C:2]1[N:3]=[C:4]([C:7]2(O)[CH2:12][CH2:11][O:10][CH2:9][CH2:8]2)[S:5][CH:6]=1.CCN(S(F)(F)[F:20])CC.C(=O)([O-])[O-].[Na+].[Na+], predict the reaction product. The product is: [F:20][C:7]1([C:4]2[S:5][CH:6]=[C:2]([CH3:1])[N:3]=2)[CH2:12][CH2:11][O:10][CH2:9][CH2:8]1. (2) Given the reactants [CH:1]1([CH2:4][N:5]2[CH2:10][CH2:9][N:8]([C:11]3[CH:16]=[CH:15][C:14]([NH:17][C:18]4[C:19]5[N:20]([N:29]=[CH:30][N:31]=5)[C:21]([C:24]5[CH:25]=NNC=5)=[CH:22][N:23]=4)=[CH:13][CH:12]=3)[CH2:7][CH2:6]2)[CH2:3][CH2:2]1.[NH2:32][C:33]([C:35]1[S:36]C=C(B(O)O)[CH:39]=1)=[O:34], predict the reaction product. The product is: [CH:1]1([CH2:4][N:5]2[CH2:10][CH2:9][N:8]([C:11]3[CH:12]=[CH:13][C:14]([NH:17][C:18]4[C:19]5[N:20]([N:29]=[CH:30][N:31]=5)[C:21]([C:24]5[CH:39]=[C:35]([C:33]([NH2:32])=[O:34])[S:36][CH:25]=5)=[CH:22][N:23]=4)=[CH:15][CH:16]=3)[CH2:7][CH2:6]2)[CH2:2][CH2:3]1. (3) Given the reactants [F:1][C:2]([F:13])([C:6]1[CH:11]=[CH:10][C:9]([F:12])=[CH:8][CH:7]=1)[C:3]([OH:5])=O.C(Cl)(=O)C(Cl)=O.[NH2:20][N:21]1[CH:25]=[CH:24][CH:23]=[C:22]1[C:26]([NH2:28])=[O:27].CCOC(C)=O, predict the reaction product. The product is: [F:13][C:2]([F:1])([C:6]1[CH:11]=[CH:10][C:9]([F:12])=[CH:8][CH:7]=1)[C:3]([NH:20][N:21]1[CH:25]=[CH:24][CH:23]=[C:22]1[C:26]([NH2:28])=[O:27])=[O:5].